Dataset: Full USPTO retrosynthesis dataset with 1.9M reactions from patents (1976-2016). Task: Predict the reactants needed to synthesize the given product. (1) Given the product [CH3:38][O:33][C:31](=[O:32])[C:30]1[CH:34]=[CH:35][CH:36]=[CH:37][C:29]=1[NH:18][C:14]1[CH:13]=[C:12]2[C:17]([C:9]([C:8]#[C:7][C:2]3[CH:3]=[CH:4][CH:5]=[CH:6][N:1]=3)=[N:10][N:11]2[CH2:19][O:20][CH2:21][CH2:22][Si:23]([CH3:24])([CH3:26])[CH3:25])=[CH:16][CH:15]=1, predict the reactants needed to synthesize it. The reactants are: [N:1]1[CH:6]=[CH:5][CH:4]=[CH:3][C:2]=1[C:7]#[C:8][C:9]1[C:17]2[C:12](=[CH:13][C:14]([NH2:18])=[CH:15][CH:16]=2)[N:11]([CH2:19][O:20][CH2:21][CH2:22][Si:23]([CH3:26])([CH3:25])[CH3:24])[N:10]=1.BrC[C:29]1[CH:37]=[CH:36][CH:35]=[CH:34][C:30]=1[C:31]([O-:33])=[O:32].[C:38]1(C2C=CC=CC=2)C=CC=CC=1P(C1CCCCC1)C1CCCCC1.[O-]P([O-])([O-])=O.[K+].[K+].[K+]. (2) Given the product [C:1]([N:9]1[C:14](=[O:15])[C:13]([I:16])=[CH:12][N:11]([CH2:25][CH2:26][CH:27]([O:30][CH3:31])[O:28][CH3:29])[C:10]1=[O:17])(=[O:8])[C:2]1[CH:7]=[CH:6][CH:5]=[CH:4][CH:3]=1, predict the reactants needed to synthesize it. The reactants are: [C:1]([N:9]1[C:14](=[O:15])[C:13]([I:16])=[CH:12][NH:11][C:10]1=[O:17])(=[O:8])[C:2]1[CH:7]=[CH:6][CH:5]=[CH:4][CH:3]=1.C([O-])([O-])=O.[K+].[K+].Br[CH2:25][CH2:26][CH:27]([O:30][CH3:31])[O:28][CH3:29].O.